This data is from Full USPTO retrosynthesis dataset with 1.9M reactions from patents (1976-2016). The task is: Predict the reactants needed to synthesize the given product. (1) Given the product [CH3:14][CH:13]([O:15][C:8]([CH3:7])=[O:3])[O:12][C:9]([CH3:10])=[O:11], predict the reactants needed to synthesize it. The reactants are: C=O.[O:3]1[CH2:8][CH2:7]COO1.[C:9]([O:12][C:13](=[O:15])[CH3:14])(=[O:11])[CH3:10].C.C1OC1.O1CCOC1.O.FC(F)(F)C(C(F)(F)F)=O.O.O.FC(F)(F)C(C(F)(F)F)=O.C=CC.C=C. (2) Given the product [CH:7]1([CH2:10][CH2:11][O:12][C:13]2[CH:14]=[CH:15][C:16]([C:17]([NH:22][CH2:23][C:24]([OH:26])=[O:25])=[O:19])=[CH:20][CH:21]=2)[CH2:8][CH2:9]1, predict the reactants needed to synthesize it. The reactants are: C(Cl)(=O)C(Cl)=O.[CH:7]1([CH2:10][CH2:11][O:12][C:13]2[CH:21]=[CH:20][C:16]([C:17]([OH:19])=O)=[CH:15][CH:14]=2)[CH2:9][CH2:8]1.[NH2:22][CH2:23][C:24]([OH:26])=[O:25].Cl. (3) The reactants are: [CH2:1]([NH:8][C:9]1[C:14]([C:15]([C:17]2[C:25]3[C:20](=[CH:21][C:22](Cl)=[CH:23][CH:24]=3)[NH:19][N:18]=2)=[O:16])=[CH:13][CH:12]=[CH:11][N:10]=1)[C:2]1[CH:7]=[CH:6][CH:5]=[CH:4][CH:3]=1.ClC1C=C2C(C=NN2)=CC=1.N1C2C(=CC=CC=2)C=N1. Given the product [CH2:1]([NH:8][C:9]1[C:14]([C:15]([C:17]2[C:25]3[C:20](=[CH:21][CH:22]=[CH:23][CH:24]=3)[NH:19][N:18]=2)=[O:16])=[CH:13][CH:12]=[CH:11][N:10]=1)[C:2]1[CH:3]=[CH:4][CH:5]=[CH:6][CH:7]=1, predict the reactants needed to synthesize it. (4) Given the product [S:12]([OH:16])([OH:15])(=[O:14])=[O:13].[CH3:1][NH:2][C@H:3]([C:9]([OH:11])=[O:10])[CH2:4][CH2:5][C:6]([OH:8])=[O:7], predict the reactants needed to synthesize it. The reactants are: [CH3:1][NH:2][C@H:3]([C:9]([OH:11])=[O:10])[CH2:4][CH2:5][C:6]([OH:8])=[O:7].[S:12](=[O:16])(=[O:15])([OH:14])[OH:13]. (5) Given the product [F:49][C:46]1[CH:47]=[CH:48][C:43]([CH:40]2[CH2:39][N:38]3[CH:51]=[C:35]([C:33]([OH:34])=[O:32])[N:36]=[C:37]3[CH2:42][CH2:41]2)=[CH:44][C:45]=1[CH3:50], predict the reactants needed to synthesize it. The reactants are: FC1C=CC(OB(O)O)=CC=1C.[F-].[K+].C(OC(C1N=C2C=CC(Br)=CN2C=1)=O)C.C([O:32][C:33]([C:35]1[N:36]=[C:37]2[CH:42]=[CH:41][C:40]([C:43]3[CH:48]=[CH:47][C:46]([F:49])=[C:45]([CH3:50])[CH:44]=3)=[CH:39][N:38]2[CH:51]=1)=[O:34])C.[OH-].[Na+].FC1C=CC(C2C=CC3N(C=C(C(O)=O)N=3)C=2)=CC=1C.Cl.